This data is from Full USPTO retrosynthesis dataset with 1.9M reactions from patents (1976-2016). The task is: Predict the reactants needed to synthesize the given product. (1) Given the product [NH2:31][C:27]1([CH2:26][NH:25][C:2]2[C:11]3[C:6](=[CH:7][CH:8]=[C:9]([CH3:12])[CH:10]=3)[N:5]=[C:4]([N:13]3[CH2:19][CH2:18][C:17](=[O:20])[C:16]4[CH:21]=[CH:22][CH:23]=[CH:24][C:15]=4[CH2:14]3)[N:3]=2)[CH2:30][O:29][CH2:28]1, predict the reactants needed to synthesize it. The reactants are: O[C:2]1[C:11]2[C:6](=[CH:7][CH:8]=[C:9]([CH3:12])[CH:10]=2)[N:5]=[C:4]([N:13]2[CH2:19][CH2:18][C:17](=[O:20])[C:16]3[CH:21]=[CH:22][CH:23]=[CH:24][C:15]=3[CH2:14]2)[N:3]=1.[NH2:25][CH2:26][C:27]1([NH2:31])[CH2:30][O:29][CH2:28]1. (2) The reactants are: [NH2:1][C:2]1[S:3][C:4]([C:8](=O)[CH2:9]Br)=[C:5]([CH3:7])[N:6]=1.[CH2:12]([O:14][C:15]1[CH:23]=[CH:22][C:18]([C:19]([NH2:21])=[O:20])=[CH:17][C:16]=1[NH:24][C:25]([NH2:27])=[S:26])[CH3:13]. Given the product [NH2:1][C:2]1[S:3][C:4]([C:8]2[N:27]=[C:25]([NH:24][C:16]3[CH:17]=[C:18]([CH:22]=[CH:23][C:15]=3[O:14][CH2:12][CH3:13])[C:19]([NH2:21])=[O:20])[S:26][CH:9]=2)=[C:5]([CH3:7])[N:6]=1, predict the reactants needed to synthesize it. (3) Given the product [Cl:20][C:10]1[CH:11]=[C:12]([S:15]([CH2:18][CH3:19])(=[O:17])=[O:16])[CH:13]=[CH:14][C:9]=1[O:8][C:6]1[CH:5]=[C:4]([CH2:21][C:22]([OH:24])=[O:23])[CH:3]=[C:2]([C:25]2[CH:30]=[CH:29][CH:28]=[CH:27][CH:26]=2)[CH:7]=1, predict the reactants needed to synthesize it. The reactants are: Br[C:2]1[CH:3]=[C:4]([CH2:21][C:22]([OH:24])=[O:23])[CH:5]=[C:6]([O:8][C:9]2[CH:14]=[CH:13][C:12]([S:15]([CH2:18][CH3:19])(=[O:17])=[O:16])=[CH:11][C:10]=2[Cl:20])[CH:7]=1.[C:25]1(B(O)O)[CH:30]=[CH:29][CH:28]=[CH:27][CH:26]=1.C(=O)([O-])[O-].[Na+].[Na+]. (4) Given the product [Cl:1][C:2]1[C:10]2[C:5](=[CH:6][CH:7]=[C:8]([C:11]3[N:15]=[C:14]([C:16]4[CH:21]=[CH:20][C:19]([O:22][CH:37]([CH3:39])[CH3:38])=[C:18]([Cl:23])[CH:17]=4)[O:13][N:12]=3)[CH:9]=2)[N:4]([CH2:24][CH2:25][C:26]([O:28][CH2:29][CH3:30])=[O:27])[CH:3]=1, predict the reactants needed to synthesize it. The reactants are: [Cl:1][C:2]1[C:10]2[C:5](=[CH:6][CH:7]=[C:8]([C:11]3[N:15]=[C:14]([C:16]4[CH:21]=[CH:20][C:19]([OH:22])=[C:18]([Cl:23])[CH:17]=4)[O:13][N:12]=3)[CH:9]=2)[N:4]([CH2:24][CH2:25][C:26]([O:28][CH2:29][CH3:30])=[O:27])[CH:3]=1.C([O-])([O-])=O.[K+].[K+].[CH:37](I)([CH3:39])[CH3:38].CCOC(C)=O.